From a dataset of Reaction yield outcomes from USPTO patents with 853,638 reactions. Predict the reaction yield, written as a fraction of the theoretical maximum amount of product (1.0 means a 100% yield; for example, 0.34 means a 34% yield). (1) The reactants are Cl[C:2](Cl)([O:4]C(=O)OC(Cl)(Cl)Cl)Cl.[CH2:13]([O:20][NH:21][C@H:22]1[CH2:27][NH:26][C@H:25]([C:28]([O:30][CH2:31][CH3:32])=[O:29])[CH2:24][CH2:23]1)[C:14]1[CH:19]=[CH:18][CH:17]=[CH:16][CH:15]=1.CCN(C(C)C)C(C)C. The catalyst is C(Cl)Cl. The product is [CH2:13]([O:20][N:21]1[C:2](=[O:4])[N:26]2[CH2:27][C@H:22]1[CH2:23][CH2:24][C@H:25]2[C:28]([O:30][CH2:31][CH3:32])=[O:29])[C:14]1[CH:15]=[CH:16][CH:17]=[CH:18][CH:19]=1. The yield is 0.500. (2) The reactants are [NH2:1][C:2]1[C:3]2[C:10]([CH3:11])=[CH:9][N:8]([CH:12]([C:14]3[CH:21]=[C:20]([Cl:22])[C:17]([C:18]#[N:19])=[C:16]([CH:23]4[CH2:26][NH:25][CH2:24]4)[C:15]=3[O:27][CH2:28][CH3:29])[CH3:13])[C:4]=2[N:5]=[CH:6][N:7]=1.[CH3:30][C:31]([CH3:33])=O. No catalyst specified. The product is [NH2:1][C:2]1[C:3]2[C:10]([CH3:11])=[CH:9][N:8]([CH:12]([C:14]3[CH:21]=[C:20]([Cl:22])[C:17]([C:18]#[N:19])=[C:16]([CH:23]4[CH2:24][N:25]([CH:31]([CH3:33])[CH3:30])[CH2:26]4)[C:15]=3[O:27][CH2:28][CH3:29])[CH3:13])[C:4]=2[N:5]=[CH:6][N:7]=1. The yield is 0.650. (3) The reactants are Br[C:2]1[CH:3]=[C:4]([C:7]2[CH:12]=[CH:11][CH:10]=[C:9]([O:13][CH3:14])[CH:8]=2)[S:5][CH:6]=1.[CH3:15][O:16][C:17]1[CH:18]=[C:19](B(O)O)[CH:20]=[CH:21][CH:22]=1. The catalyst is CCCCCC.C(OCC)(=O)C. The product is [CH3:14][O:13][C:9]1[CH:8]=[C:7]([C:4]2[S:5][CH:6]=[C:2]([C:21]3[CH:20]=[CH:19][CH:18]=[C:17]([O:16][CH3:15])[CH:22]=3)[CH:3]=2)[CH:12]=[CH:11][CH:10]=1. The yield is 0.720. (4) The reactants are [C:1]([C:3]1[CH:4]=[C:5]([NH:9][C:10]([C:12]2[N:13]([CH3:18])[N:14]=[C:15]([CH3:17])[CH:16]=2)=[O:11])[CH:6]=[CH:7][CH:8]=1)#[CH:2].Br[C:20]1[CH:21]=[N:22][CH:23]=[C:24]([CH:37]=1)[C:25]([N:27]=[S@@:28]([CH3:36])(=[O:35])[C:29]1[CH:34]=[CH:33][CH:32]=[CH:31][CH:30]=1)=[O:26]. No catalyst specified. The product is [CH3:18][N:13]1[C:12]([C:10]([NH:9][C:5]2[CH:4]=[C:3]([C:1]#[C:2][C:20]3[CH:21]=[N:22][CH:23]=[C:24]([CH:37]=3)[C:25]([N:27]=[S@@:28]([CH3:36])(=[O:35])[C:29]3[CH:34]=[CH:33][CH:32]=[CH:31][CH:30]=3)=[O:26])[CH:8]=[CH:7][CH:6]=2)=[O:11])=[CH:16][C:15]([CH3:17])=[N:14]1. The yield is 0.640. (5) The reactants are [C:1]([O:5][C:6]([N:8]1[CH2:13][CH2:12][CH2:11][CH2:10][CH:9]1[CH2:14][C:15]([OH:17])=O)=[O:7])([CH3:4])([CH3:3])[CH3:2].C(N(CC)C(C)C)(C)C.CN([C:30]([O:34][N:35]1N=NC2C=CC=N[C:36]1=2)=[N+](C)C)C.F[P-](F)(F)(F)(F)F.CONC.Cl. The catalyst is CN(C=O)C. The product is [C:1]([O:5][C:6]([N:8]1[CH2:13][CH2:12][CH2:11][CH2:10][CH:9]1[CH2:14][C:15](=[O:17])[N:35]([O:34][CH3:30])[CH3:36])=[O:7])([CH3:2])([CH3:3])[CH3:4]. The yield is 0.900.